The task is: Predict the reactants needed to synthesize the given product.. This data is from Full USPTO retrosynthesis dataset with 1.9M reactions from patents (1976-2016). (1) The reactants are: [C:1]([Cl:6])(=O)[C:2]([Cl:4])=O.CN(C=O)C.ClC1C(=O)[NH:17][C:16]([CH:20]([F:22])[F:21])=[C:15]([C:23]([O:25][CH2:26][CH3:27])=[O:24])[CH:14]=1. Given the product [Cl:4][C:2]1[C:1]([Cl:6])=[N:17][C:16]([CH:20]([F:21])[F:22])=[C:15]([CH:14]=1)[C:23]([O:25][CH2:26][CH3:27])=[O:24], predict the reactants needed to synthesize it. (2) The reactants are: [CH3:1][CH2:2][O:3][C:4]([CH:6]1[N:11]([C:12]2[N:17]=[CH:16][CH:15]=[CH:14][C:13]=2[Cl:18])[NH:10][C:8](=[O:9])[CH2:7]1)=[O:5].S(=O)(=O)(O)O.S(OOS([O-])(=O)=O)([O-])(=O)=O.[K+].[K+]. Given the product [Cl:18][C:13]1[C:12]([N:11]2[C:6]([C:4]([O:3][CH2:2][CH3:1])=[O:5])=[CH:7][C:8](=[O:9])[NH:10]2)=[N:17][CH:16]=[CH:15][CH:14]=1, predict the reactants needed to synthesize it. (3) Given the product [CH3:8][C:7]1[N:6]=[CH:5][C:4]([C:9]2[CH:21]=[CH:20][C:12]3[N:13]=[C:14]([NH:16][C:17](=[O:19])[CH3:18])[S:15][C:11]=3[CH:10]=2)=[CH:3][C:2]=1[NH:1][S:33]([C:27]1[CH:32]=[CH:31][CH:30]=[CH:29][CH:28]=1)(=[O:35])=[O:34], predict the reactants needed to synthesize it. The reactants are: [NH2:1][C:2]1[CH:3]=[C:4]([C:9]2[CH:21]=[CH:20][C:12]3[N:13]=[C:14]([NH:16][C:17](=[O:19])[CH3:18])[S:15][C:11]=3[CH:10]=2)[CH:5]=[N:6][C:7]=1[CH3:8].C1COCC1.[C:27]1([S:33](Cl)(=[O:35])=[O:34])[CH:32]=[CH:31][CH:30]=[CH:29][CH:28]=1. (4) Given the product [C:3]([O:7][C:8]([N:10]1[CH2:14][C@@H:13]([O:15][CH2:20][C:21]2[CH:22]=[CH:23][C:24]([C:25]([O:27][CH3:28])=[O:26])=[CH:29][CH:30]=2)[CH2:12][C@H:11]1[C:16]([OH:18])=[O:17])=[O:9])([CH3:6])([CH3:4])[CH3:5], predict the reactants needed to synthesize it. The reactants are: [H-].[Na+].[C:3]([O:7][C:8]([N:10]1[CH2:14][C@@H:13]([OH:15])[CH2:12][C@H:11]1[C:16]([OH:18])=[O:17])=[O:9])([CH3:6])([CH3:5])[CH3:4].Br[CH2:20][C:21]1[CH:30]=[CH:29][C:24]([C:25]([O:27][CH3:28])=[O:26])=[CH:23][CH:22]=1.Cl. (5) Given the product [CH3:29][O:28][C:25]1[CH:24]=[CH:23][C:22]([CH2:21][N:20]([CH2:30][C:31]2[CH:36]=[CH:35][C:34]([O:37][CH3:38])=[CH:33][CH:32]=2)[C:15]2[N:16]=[C:17]([CH3:19])[N:18]=[C:13]([C:8]3[C:9]([NH:49][C:46]4[CH:47]=[N:48][C:43]([O:42][CH3:41])=[CH:44][CH:45]=4)=[N:10][CH:11]=[C:6]([CH:7]=3)[CH:2]=[O:3])[N:14]=2)=[CH:27][CH:26]=1, predict the reactants needed to synthesize it. The reactants are: O1CC[O:3][CH:2]1[C:6]1[CH:7]=[C:8]([C:13]2[N:18]=[C:17]([CH3:19])[N:16]=[C:15]([N:20]([CH2:30][C:31]3[CH:36]=[CH:35][C:34]([O:37][CH3:38])=[CH:33][CH:32]=3)[CH2:21][C:22]3[CH:27]=[CH:26][C:25]([O:28][CH3:29])=[CH:24][CH:23]=3)[N:14]=2)[C:9](F)=[N:10][CH:11]=1.N#N.[CH3:41][O:42][C:43]1[N:48]=[CH:47][C:46]([NH2:49])=[CH:45][CH:44]=1.[Li+].C[Si]([N-][Si](C)(C)C)(C)C.